From a dataset of Reaction yield outcomes from USPTO patents with 853,638 reactions. Predict the reaction yield, written as a fraction of the theoretical maximum amount of product (1.0 means a 100% yield; for example, 0.34 means a 34% yield). (1) The reactants are [C:1]([C:4]1[CH:9]=[CH:8][C:7]([NH:10][C:11](=[O:13])[CH3:12])=[CH:6][C:5]=1[F:14])(=[O:3])[CH3:2].[Br:15]Br. The catalyst is C(Cl)(Cl)Cl. The product is [Br:15][CH2:2][C:1]([C:4]1[CH:9]=[CH:8][C:7]([NH:10][C:11](=[O:13])[CH3:12])=[CH:6][C:5]=1[F:14])=[O:3]. The yield is 0.430. (2) The reactants are Br.[NH2:2][C:3]1[C:4]([OH:17])=[C:5]([C:9]2[CH:10]=[C:11]([C:14]([OH:16])=[O:15])[O:12][CH:13]=2)[CH:6]=[CH:7][CH:8]=1.[N:18]([O-])=O.[Na+].[CH3:22][C:23]1[CH2:24][C:25](=[O:38])[N:26]([C:28]2[CH:37]=[CH:36][C:35]3[CH2:34][CH2:33][CH2:32][CH2:31][C:30]=3[CH:29]=2)[N:27]=1.C(=O)(O)[O-].[Na+]. The product is [OH:17][C:4]1[C:3]([NH:2][N:18]=[C:24]2[C:25](=[O:38])[N:26]([C:28]3[CH:37]=[CH:36][C:35]4[CH2:34][CH2:33][CH2:32][CH2:31][C:30]=4[CH:29]=3)[N:27]=[C:23]2[CH3:22])=[CH:8][CH:7]=[CH:6][C:5]=1[C:9]1[CH:10]=[C:11]([C:14]([OH:16])=[O:15])[O:12][CH:13]=1. The yield is 0.0550. The catalyst is Cl.C(O)C. (3) The reactants are [C:1]([N:8]1[CH2:13][CH2:12][CH2:11][CH2:10][C:9]1=O)([O:3][C:4]([CH3:7])([CH3:6])[CH3:5])=[O:2].[CH2:15]([NH2:22])[C:16]1[CH:21]=[CH:20][CH:19]=[CH:18][CH:17]=1.C(O)(=O)C.C(O[BH-](OC(=O)C)OC(=O)C)(=O)C.[Na+]. The catalyst is C1COCC1. The product is [C:4]([O:3][C:1]([N:8]1[CH2:13][CH2:12][CH:11]([NH:22][CH2:15][C:16]2[CH:21]=[CH:20][CH:19]=[CH:18][CH:17]=2)[CH2:10][CH2:9]1)=[O:2])([CH3:7])([CH3:6])[CH3:5]. The yield is 0.980. (4) The reactants are [C:1]([C:5]1[CH:10]=[C:9]([C:11]2[N:12]=[C:13]([CH2:16][NH:17][CH2:18][C:19]3[CH:24]=[CH:23][C:22]([N+:25]([O-])=O)=[CH:21][CH:20]=3)[S:14][CH:15]=2)[CH:8]=[C:7]([C:28]([CH3:31])([CH3:30])[CH3:29])[C:6]=1[OH:32])([CH3:4])([CH3:3])[CH3:2].C(C1C=C(C2N=C(CN(C)CC3C=CC([N+]([O-])=O)=CC=3)SC=2)C=C(C(C)(C)C)C=1O)(C)(C)C. No catalyst specified. The product is [NH2:25][C:22]1[CH:21]=[CH:20][C:19]([CH2:18][NH:17][CH2:16][C:13]2[S:14][CH:15]=[C:11]([C:9]3[CH:10]=[C:5]([C:1]([CH3:2])([CH3:3])[CH3:4])[C:6]([OH:32])=[C:7]([C:28]([CH3:31])([CH3:30])[CH3:29])[CH:8]=3)[N:12]=2)=[CH:24][CH:23]=1. The yield is 0.830. (5) The reactants are [Cl:1][C:2]1[CH:3]=[C:4]([C:18](=[NH:24])[N:19]([CH2:22][CH3:23])[CH2:20][CH3:21])[CH:5]=[CH:6][C:7]=1[CH2:8][S:9][C:10]1[N:15]=[C:14]([OH:16])[CH:13]=[C:12]([CH3:17])[N:11]=1.[ClH:25].O1CCOCC1. The catalyst is CO. The product is [ClH:1].[ClH:25].[Cl:1][C:2]1[CH:3]=[C:4]([C:18](=[NH:24])[N:19]([CH2:22][CH3:23])[CH2:20][CH3:21])[CH:5]=[CH:6][C:7]=1[CH2:8][S:9][C:10]1[N:15]=[C:14]([OH:16])[CH:13]=[C:12]([CH3:17])[N:11]=1. The yield is 0.810. (6) The reactants are C([O:5][C:6]([CH:8]1[CH:12]([C:13]2[CH:18]=[CH:17][CH:16]=[C:15]([Cl:19])[C:14]=2[F:20])[C:11]([C:23]2[CH:28]=[CH:27][C:26]([Cl:29])=[C:25]([F:30])[CH:24]=2)([C:21]#[N:22])[CH:10]([CH2:31][C:32]([CH3:35])([CH3:34])[CH3:33])[NH:9]1)=[O:7])(C)(C)C.OS(O)(=O)=O. No catalyst specified. The product is [Cl:19][C:15]1[C:14]([F:20])=[C:13]([CH:12]2[C:11]([C:23]3[CH:28]=[CH:27][C:26]([Cl:29])=[C:25]([F:30])[CH:24]=3)([C:21]#[N:22])[CH:10]([CH2:31][C:32]([CH3:34])([CH3:35])[CH3:33])[NH:9][CH:8]2[C:6]([OH:7])=[O:5])[CH:18]=[CH:17][CH:16]=1. The yield is 0.981. (7) The reactants are Cl[C:2]1[C:11]2[C:6](=[CH:7][CH:8]=[C:9]([N:12]([CH3:14])[CH3:13])[CH:10]=2)[CH:5]=[C:4]([C:15]2[CH:20]=[CH:19][CH:18]=[C:17]([O:21][CH3:22])[CH:16]=2)[N:3]=1.[CH3:23][O:24][C:25]1[CH:32]=[CH:31][C:28]([CH2:29][NH2:30])=[CH:27][CH:26]=1.C(=O)([O-])[O-].[K+].[K+]. The catalyst is CN(C=O)C.O. The product is [CH3:23][O:24][C:25]1[CH:32]=[CH:31][C:28]([CH2:29][NH:30][C:2]2[C:11]3[C:6](=[CH:7][CH:8]=[C:9]([N:12]([CH3:14])[CH3:13])[CH:10]=3)[CH:5]=[C:4]([C:15]3[CH:20]=[CH:19][CH:18]=[C:17]([O:21][CH3:22])[CH:16]=3)[N:3]=2)=[CH:27][CH:26]=1. The yield is 0.470.